Task: Predict the product of the given reaction.. Dataset: Forward reaction prediction with 1.9M reactions from USPTO patents (1976-2016) (1) Given the reactants [Cl:1][C:2]1[CH:7]=[C:6]([I:8])[C:5]([OH:9])=[C:4]([CH2:10][NH:11][NH2:12])[CH:3]=1.C(O)C.O=[C:17]([CH2:23][C:24](=O)[CH3:25])[C:18]([O:20][CH2:21][CH3:22])=[O:19], predict the reaction product. The product is: [Cl:1][C:2]1[CH:7]=[C:6]([I:8])[C:5]([OH:9])=[C:4]([CH2:10][N:11]2[C:24]([CH3:25])=[CH:23][C:17]([C:18]([O:20][CH2:21][CH3:22])=[O:19])=[N:12]2)[CH:3]=1. (2) Given the reactants [CH3:1][C:2]1[CH:7]=[CH:6][CH:5]=[CH:4][C:3]=1[C:8]1[CH2:14][CH2:13][CH2:12][CH2:11][CH:10]([OH:15])[CH:9]=1.N1C=CC=CC=1.[C:22](OC(=O)C)(=[O:24])[CH3:23], predict the reaction product. The product is: [C:22]([O:15][CH:10]1[CH2:11][CH2:12][CH2:13][CH2:14][C:8]([C:3]2[CH:4]=[CH:5][CH:6]=[CH:7][C:2]=2[CH3:1])=[CH:9]1)(=[O:24])[CH3:23].